Dataset: Blood-brain barrier permeability classification from the B3DB database. Task: Regression/Classification. Given a drug SMILES string, predict its absorption, distribution, metabolism, or excretion properties. Task type varies by dataset: regression for continuous measurements (e.g., permeability, clearance, half-life) or binary classification for categorical outcomes (e.g., BBB penetration, CYP inhibition). Dataset: b3db_classification. (1) The molecule is CC(O)C1C(=O)N2C(C(=O)O)=C(SCCN=CN)CC12. The result is 0 (does not penetrate BBB). (2) The drug is CCCOC(=O)Cc1ccc(OCC(=O)N(CC)CC)c(OC)c1. The result is 1 (penetrates BBB). (3) The molecule is CC1C(c2ccccc2)OCCN1C. The result is 1 (penetrates BBB). (4) The molecule is CC(C)(O)C[C@@](C)(O)c1ccc(Cl)cc1. The result is 1 (penetrates BBB).